From a dataset of NCI-60 drug combinations with 297,098 pairs across 59 cell lines. Regression. Given two drug SMILES strings and cell line genomic features, predict the synergy score measuring deviation from expected non-interaction effect. (1) Drug 1: C1CCC(C1)C(CC#N)N2C=C(C=N2)C3=C4C=CNC4=NC=N3. Drug 2: CC1=C(C(CCC1)(C)C)C=CC(=CC=CC(=CC(=O)O)C)C. Cell line: SK-MEL-28. Synergy scores: CSS=-3.00, Synergy_ZIP=3.02, Synergy_Bliss=2.84, Synergy_Loewe=-2.63, Synergy_HSA=-1.80. (2) Cell line: U251. Drug 1: CC(CN1CC(=O)NC(=O)C1)N2CC(=O)NC(=O)C2. Drug 2: CN1C(=O)N2C=NC(=C2N=N1)C(=O)N. Synergy scores: CSS=38.4, Synergy_ZIP=-6.47, Synergy_Bliss=3.18, Synergy_Loewe=1.08, Synergy_HSA=5.29. (3) Drug 1: C1=CC(=CC=C1CCC2=CNC3=C2C(=O)NC(=N3)N)C(=O)NC(CCC(=O)O)C(=O)O. Drug 2: C1=NC(=NC(=O)N1C2C(C(C(O2)CO)O)O)N. Cell line: DU-145. Synergy scores: CSS=23.9, Synergy_ZIP=-7.04, Synergy_Bliss=4.93, Synergy_Loewe=5.40, Synergy_HSA=7.00. (4) Drug 1: CC(C)(C#N)C1=CC(=CC(=C1)CN2C=NC=N2)C(C)(C)C#N. Drug 2: C1C(C(OC1N2C=NC(=NC2=O)N)CO)O. Cell line: SNB-75. Synergy scores: CSS=-0.0140, Synergy_ZIP=-1.15, Synergy_Bliss=-1.44, Synergy_Loewe=-2.12, Synergy_HSA=-1.68.